From a dataset of Full USPTO retrosynthesis dataset with 1.9M reactions from patents (1976-2016). Predict the reactants needed to synthesize the given product. (1) Given the product [CH3:1][C@@:2]12[C@H:11]3[CH2:12][CH2:13][C@@:14]4([CH3:20])[C@H:18]([C@@H:10]3[CH2:9][CH:8]=[C:7]1[N:6]([CH2:25][C:26]([N:28]([CH3:30])[CH3:29])=[O:27])[C:5](=[O:21])[CH2:4][CH2:3]2)[CH2:17][CH2:16][C:15]4=[O:19], predict the reactants needed to synthesize it. The reactants are: [CH3:1][C@@:2]12[C@H:11]3[CH2:12][CH2:13][C@@:14]4([CH3:20])[C@H:18]([C@@H:10]3[CH2:9][CH:8]=[C:7]1[NH:6][C:5](=[O:21])[CH2:4][CH2:3]2)[CH2:17][CH2:16][C:15]4=[O:19].[H-].[Na+].Cl[CH2:25][C:26]([N:28]([CH3:30])[CH3:29])=[O:27]. (2) The reactants are: [CH3:1][C:2]1[C:14]2[C:13]3[CH:12]=[CH:11][CH:10]=[CH:9][C:8]=3[N:7]=[C:6]([OH:15])[C:5]=2[NH:4][CH:3]=1.C([O-])([O-])=O.[Cs+].[Cs+].[CH2:22](Br)[CH:23]=[CH2:24]. Given the product [CH2:24]([N:4]1[C:5]2[C:6]([OH:15])=[N:7][C:8]3[CH:9]=[CH:10][CH:11]=[CH:12][C:13]=3[C:14]=2[C:2]([CH3:1])=[CH:3]1)[CH:23]=[CH2:22], predict the reactants needed to synthesize it.